Dataset: Reaction yield outcomes from USPTO patents with 853,638 reactions. Task: Predict the reaction yield, written as a fraction of the theoretical maximum amount of product (1.0 means a 100% yield; for example, 0.34 means a 34% yield). (1) The reactants are [Cl:1][C:2]1[C:3]([CH3:18])=[C:4]([NH:10][C@H:11]([C@H:15]([OH:17])[CH3:16])[C:12]([OH:14])=O)[CH:5]=[CH:6][C:7]=1[C:8]#[N:9].[Cl:19][C:20]1[CH:21]=[C:22]([CH:27]=[CH:28][C:29]=1[OH:30])[C:23]([NH:25][NH2:26])=[O:24].ON1C2C=CC=CC=2N=N1.C(N=C=NCCCN(C)C)C.C(N(CC)CC)C. The catalyst is CCOC(C)=O.C1COCC1. The product is [Cl:19][C:20]1[CH:21]=[C:22]([CH:27]=[CH:28][C:29]=1[OH:30])[C:23]([NH:25][NH:26][C:12](=[O:14])[C@H:11]([NH:10][C:4]1[CH:5]=[CH:6][C:7]([C:8]#[N:9])=[C:2]([Cl:1])[C:3]=1[CH3:18])[C@H:15]([OH:17])[CH3:16])=[O:24]. The yield is 0.530. (2) The reactants are [CH:1]1([N:4]2[C:8]([CH:9]=O)=[CH:7][N:6]=[C:5]2[C:11]2[CH:16]=[C:15]([Cl:17])[N:14]=[C:13]([Cl:18])[CH:12]=2)[CH2:3][CH2:2]1.C([C:21](CC)(CC)[CH:22](P(O)(O)=O)[C:23]([O-:25])=[O:24])C.[CH2:34]1CCN2C(=NCCC2)C[CH2:35]1. The catalyst is C(#N)C.O. The product is [CH2:34]([O:25][C:23](=[O:24])[C:22]([CH3:21])=[CH:9][C:8]1[N:4]([CH:1]2[CH2:3][CH2:2]2)[C:5]([C:11]2[CH:16]=[C:15]([Cl:17])[N:14]=[C:13]([Cl:18])[CH:12]=2)=[N:6][CH:7]=1)[CH3:35]. The yield is 0.860. (3) The reactants are [Cl:1][C:2]1[CH:7]=[CH:6][CH:5]=[CH:4][C:3]=1[C:8]([C:10]1[C:15]([Cl:16])=[N:14][C:13](Cl)=[CH:12][N:11]=1)=[O:9].[F:18][C:19]1[CH:24]=[C:23]([F:25])[CH:22]=[CH:21][C:20]=1[OH:26].C(=O)([O-])[O-].[K+].[K+]. The catalyst is CN(C=O)C. The product is [Cl:16][C:15]1[C:10]([C:8]([C:3]2[CH:4]=[CH:5][CH:6]=[CH:7][C:2]=2[Cl:1])=[O:9])=[N:11][CH:12]=[C:13]([O:26][C:20]2[CH:21]=[CH:22][C:23]([F:25])=[CH:24][C:19]=2[F:18])[N:14]=1. The yield is 0.880. (4) The reactants are C[O:2][C:3]([C:5]1([C:8]2[CH:9]=[CH:10][C:11]3[O:15][CH2:14][C:13]([CH3:17])([CH3:16])[C:12]=3[CH:18]=2)[CH2:7][CH2:6]1)=[O:4].[Li+].[OH-].Cl. The catalyst is CO. The product is [CH3:16][C:13]1([CH3:17])[C:12]2[CH:18]=[C:8]([C:5]3([C:3]([OH:4])=[O:2])[CH2:6][CH2:7]3)[CH:9]=[CH:10][C:11]=2[O:15][CH2:14]1. The yield is 0.410. (5) The reactants are [OH:1][C:2]1[CH:10]=[CH:9][C:8]([C:11]2[N:12]([C:27]([O:29][C:30]([CH3:33])([CH3:32])[CH3:31])=[O:28])[C:13]3[C:18]([CH:19]=2)=[CH:17][C:16]([CH2:20][N:21]2[CH2:26][CH2:25][CH2:24][CH2:23][CH2:22]2)=[CH:15][CH:14]=3)=[C:7]2[C:3]=1[CH2:4][NH:5][C:6]2=[O:34].C(N(CC)CC)C.[N:42]1[CH:47]=[CH:46][CH:45]=[CH:44][C:43]=1[S:48](Cl)(=[O:50])=[O:49]. The catalyst is C(#N)C. The product is [N:42]1[CH:47]=[CH:46][CH:45]=[CH:44][C:43]=1[S:48]([O:1][C:2]1[CH:10]=[CH:9][C:8]([C:11]2[N:12]([C:27]([O:29][C:30]([CH3:31])([CH3:33])[CH3:32])=[O:28])[C:13]3[C:18]([CH:19]=2)=[CH:17][C:16]([CH2:20][N:21]2[CH2:26][CH2:25][CH2:24][CH2:23][CH2:22]2)=[CH:15][CH:14]=3)=[C:7]2[C:3]=1[CH2:4][NH:5][C:6]2=[O:34])(=[O:50])=[O:49]. The yield is 0.730. (6) The reactants are [Cl:1][C:2]1[C:7]([O:8][CH3:9])=[CH:6][C:5]([O:10][CH3:11])=[C:4]([Cl:12])[C:3]=1[C:13]1[C:14](=[O:35])[N:15]([CH3:34])[C:16]2[C:21]([CH:22]=1)=[CH:20][N:19]=[C:18]([NH:23][C:24]1[CH:29]=[CH:28][CH:27]=[CH:26][C:25]=1[N+:30]([O-])=O)[C:17]=2[CH3:33]. The catalyst is C(OCC)(=O)C. The product is [NH2:30][C:25]1[CH:26]=[CH:27][CH:28]=[CH:29][C:24]=1[NH:23][C:18]1[C:17]([CH3:33])=[C:16]2[C:21]([CH:22]=[C:13]([C:3]3[C:2]([Cl:1])=[C:7]([O:8][CH3:9])[CH:6]=[C:5]([O:10][CH3:11])[C:4]=3[Cl:12])[C:14](=[O:35])[N:15]2[CH3:34])=[CH:20][N:19]=1. The yield is 0.410. (7) The reactants are [CH2:1]([S:3][C:4]1[CH:12]=[C:11]2[C:7]([C:8]([C:13]#[N:14])=[CH:9][NH:10]2)=[CH:6][CH:5]=1)[CH3:2].[CH:15]1(Br)[CH2:18][CH2:17][CH2:16]1. The catalyst is CN(C=O)C. The product is [CH:15]1([N:10]2[C:11]3[C:7](=[CH:6][CH:5]=[C:4]([S:3][CH2:1][CH3:2])[CH:12]=3)[C:8]([C:13]#[N:14])=[CH:9]2)[CH2:18][CH2:17][CH2:16]1. The yield is 0.960. (8) The reactants are CC(C)([O-])C.[K+].[C:7]([C:10]1[CH:15]=[CH:14][CH:13]=[CH:12][CH:11]=1)(=O)[CH3:8].[C:16](OCC)(=O)[C:17]([O:19][CH2:20][CH3:21])=[O:18].O.[NH2:27][NH2:28]. The catalyst is C(O)(=O)C.O1CCCC1. The product is [C:10]1([C:7]2[CH:8]=[C:16]([C:17]([O:19][CH2:20][CH3:21])=[O:18])[NH:28][N:27]=2)[CH:15]=[CH:14][CH:13]=[CH:12][CH:11]=1. The yield is 0.810. (9) The reactants are [Br:1][C:2]1[CH:10]=[CH:9][C:5]([C:6]([OH:8])=[O:7])=[C:4]([Cl:11])[CH:3]=1.O=S(Cl)Cl.[CH3:16]O. No catalyst specified. The product is [Br:1][C:2]1[CH:10]=[CH:9][C:5]([C:6]([O:8][CH3:16])=[O:7])=[C:4]([Cl:11])[CH:3]=1. The yield is 0.850. (10) The reactants are [C:1]([SiH2:5][O:6][C:7]([CH3:15])([CH3:14])[CH:8]1[NH:12][C:11](=[O:13])[CH2:10][CH2:9]1)([CH3:4])([CH3:3])[CH3:2].[CH3:16][C:17]([O:20][C:21](O[C:21]([O:20][C:17]([CH3:19])([CH3:18])[CH3:16])=[O:22])=[O:22])([CH3:19])[CH3:18]. The catalyst is CC#N.CN(C1C=CN=CC=1)C. The product is [C:17]([O:20][C:21]([N:12]1[C:11](=[O:13])[CH2:10][CH2:9][CH:8]1[C:7]([CH3:15])([CH3:14])[O:6][SiH2:5][C:1]([CH3:4])([CH3:2])[CH3:3])=[O:22])([CH3:19])([CH3:18])[CH3:16]. The yield is 0.890.